From a dataset of Catalyst prediction with 721,799 reactions and 888 catalyst types from USPTO. Predict which catalyst facilitates the given reaction. (1) Reactant: [O:1]=[C:2]1[C:11]2[C:6](=[C:7]([C:12](O)=[O:13])[CH:8]=[CH:9][CH:10]=2)[NH:5][C:4]([C:15]2[CH:20]=[CH:19][CH:18]=[C:17]([C:21]([F:24])([F:23])[F:22])[CH:16]=2)=[CH:3]1.CN(C(O[N:33]1N=N[C:35]2[CH:36]=[CH:37][CH:38]=[N:39][C:34]1=2)=[N+](C)C)C.F[P-](F)(F)(F)(F)F.NC1C=CC=CN=1.C(N(C(C)C)CC)(C)C. Product: [O:1]=[C:2]1[C:11]2[C:6](=[C:7]([C:12]([NH:33][C:34]3[CH:35]=[CH:36][CH:37]=[CH:38][N:39]=3)=[O:13])[CH:8]=[CH:9][CH:10]=2)[NH:5][C:4]([C:15]2[CH:20]=[CH:19][CH:18]=[C:17]([C:21]([F:22])([F:24])[F:23])[CH:16]=2)=[CH:3]1. The catalyst class is: 287. (2) Reactant: [Br:1][C:2]1[CH:3]=[C:4]2[C:9](=[CH:10][CH:11]=1)[N:8]([CH2:12][CH2:13][NH:14][CH:15]([CH3:17])[CH3:16])[CH2:7][CH2:6][CH2:5]2.C(N(CC)CC)C.[C:25](O[C:25]([O:27][C:28]([CH3:31])([CH3:30])[CH3:29])=[O:26])([O:27][C:28]([CH3:31])([CH3:30])[CH3:29])=[O:26]. Product: [C:28]([O:27][C:25](=[O:26])[N:14]([CH2:13][CH2:12][N:8]1[C:9]2[C:4](=[CH:3][C:2]([Br:1])=[CH:11][CH:10]=2)[CH2:5][CH2:6][CH2:7]1)[CH:15]([CH3:17])[CH3:16])([CH3:31])([CH3:30])[CH3:29]. The catalyst class is: 12. (3) Reactant: [CH3:1][O:2][C:3]([C:5]([CH3:48])([CH3:47])[CH2:6][O:7][C:8]([N:10]1[C:19]2[C:14](=[N:15][C:16]([O:20][CH3:21])=[CH:17][CH:18]=2)[C@@H:13]([NH:22][C:23]2[N:28]=[C:27]([CH2:29][C:30]3[CH:35]=[C:34]([C:36]([F:39])([F:38])[F:37])[CH:33]=[C:32]([C:40]([F:43])([F:42])[F:41])[CH:31]=3)[C:26]([OH:44])=[CH:25][N:24]=2)[CH2:12][C@H:11]1[CH2:45][CH3:46])=[O:9])=[O:4].Br[CH2:50][CH2:51][CH2:52][C:53]#[N:54].C(=O)([O-])[O-].[K+].[K+]. Product: [CH3:1][O:2][C:3]([C:5]([CH3:47])([CH3:48])[CH2:6][O:7][C:8]([N:10]1[C:19]2[C:14](=[N:15][C:16]([O:20][CH3:21])=[CH:17][CH:18]=2)[C@@H:13]([NH:22][C:23]2[N:28]=[C:27]([CH2:29][C:30]3[CH:31]=[C:32]([C:40]([F:42])([F:41])[F:43])[CH:33]=[C:34]([C:36]([F:38])([F:39])[F:37])[CH:35]=3)[C:26]([O:44][CH2:50][CH2:51][CH2:52][C:53]#[N:54])=[CH:25][N:24]=2)[CH2:12][C@H:11]1[CH2:45][CH3:46])=[O:9])=[O:4]. The catalyst class is: 9. (4) Reactant: [OH-].[Li+].[CH3:3][O:4][CH2:5][CH2:6][N:7]1[C:15]2[C:10](=[CH:11][C:12]([C:16]([O:18]C)=[O:17])=[CH:13][CH:14]=2)[CH:9]=[C:8]1[C:20]1[CH:25]=[CH:24][CH:23]=[CH:22][CH:21]=1. Product: [CH3:3][O:4][CH2:5][CH2:6][N:7]1[C:15]2[C:10](=[CH:11][C:12]([C:16]([OH:18])=[O:17])=[CH:13][CH:14]=2)[CH:9]=[C:8]1[C:20]1[CH:25]=[CH:24][CH:23]=[CH:22][CH:21]=1. The catalyst class is: 132. (5) Reactant: C([O:9][CH2:10][C:11]1[C:12]2[N:20]=[C:19]([CH:21]3[CH2:26][CH2:25][C:24]([CH3:28])([CH3:27])[CH2:23][CH2:22]3)[S:18][C:13]=2[N:14]=[C:15]([CH3:17])[N:16]=1)(=O)C1C=CC=CC=1.O(C)[Na].Cl.CCOC(C)=O. Product: [CH3:27][C:24]1([CH3:28])[CH2:23][CH2:22][CH:21]([C:19]2[S:18][C:13]3[N:14]=[C:15]([CH3:17])[N:16]=[C:11]([CH2:10][OH:9])[C:12]=3[N:20]=2)[CH2:26][CH2:25]1. The catalyst class is: 5. (6) The catalyst class is: 1. Product: [OH:24][CH2:23][CH2:22][CH2:21][C:18]1[S:17][C:16]([CH2:15][CH2:14][CH2:13][OH:12])=[CH:20][CH:19]=1. Reactant: CC(C[AlH]CC(C)C)C.C([O:12][C:13](=O)[CH2:14][CH2:15][C:16]1[S:17][C:18]([CH2:21][CH2:22][C:23](OCC)=[O:24])=[CH:19][CH:20]=1)C. (7) Reactant: [F:1][C:2]([F:41])([F:40])[C:3]1[CH:4]=[C:5]([CH:33]=[C:34]([C:36]([F:39])([F:38])[F:37])[CH:35]=1)[CH2:6][N:7]([CH2:14][C:15]1[CH:20]=[C:19]([C:21]([F:24])([F:23])[F:22])[CH:18]=[CH:17][C:16]=1[C:25](=[O:32])[CH2:26][CH:27]1[CH2:31][CH2:30][CH2:29][CH2:28]1)[C:8]1[N:9]=[N:10][N:11]([CH3:13])[N:12]=1.[CH3:42][Mg]Br.C(OCC)(=O)C. Product: [F:39][C:36]([F:37])([F:38])[C:34]1[CH:33]=[C:5]([CH:4]=[C:3]([C:2]([F:1])([F:40])[F:41])[CH:35]=1)[CH2:6][N:7]([CH2:14][C:15]1[CH:20]=[C:19]([C:21]([F:24])([F:23])[F:22])[CH:18]=[CH:17][C:16]=1[C:25]([OH:32])([CH3:42])[CH2:26][CH:27]1[CH2:31][CH2:30][CH2:29][CH2:28]1)[C:8]1[N:9]=[N:10][N:11]([CH3:13])[N:12]=1. The catalyst class is: 1. (8) The catalyst class is: 2. Reactant: CCOC(/N=N/C(OCC)=O)=O.[Cl:13][C:14]1[C:23]2[C:18](=[CH:19][C:20]([O:25][CH3:26])=[C:21]([OH:24])[CH:22]=2)[N:17]=[CH:16][N:15]=1.O[C@H:28]1[CH2:33][CH2:32][N:31]([C:34]([O:36][C:37]([CH3:40])([CH3:39])[CH3:38])=[O:35])[C@H:30]([C:41]([O:43][CH3:44])=[O:42])[CH2:29]1.C1(P(C2C=CC=CC=2)C2C=CC=CC=2)C=CC=CC=1. Product: [Cl:13][C:14]1[C:23]2[C:18](=[CH:19][C:20]([O:25][CH3:26])=[C:21]([O:24][C@@H:28]3[CH2:33][CH2:32][N:31]([C:34]([O:36][C:37]([CH3:38])([CH3:39])[CH3:40])=[O:35])[C@H:30]([C:41]([O:43][CH3:44])=[O:42])[CH2:29]3)[CH:22]=2)[N:17]=[CH:16][N:15]=1.